Dataset: Full USPTO retrosynthesis dataset with 1.9M reactions from patents (1976-2016). Task: Predict the reactants needed to synthesize the given product. (1) Given the product [ClH:3].[ClH:40].[Cl:40][C:41]1[CH:42]=[C:43]([CH:59]([C:67]2([OH:73])[CH2:72][CH2:71][CH2:70][CH2:69][CH2:68]2)[CH2:60][N:61]2[CH2:62][CH2:63][N:64]([CH3:4])[CH2:65][CH2:66]2)[CH:44]=[CH:45][C:46]=1[O:47][CH2:48][C:49]1[CH:54]=[CH:53][CH:52]=[CH:51][C:50]=1[C:55]([F:57])([F:58])[F:56], predict the reactants needed to synthesize it. The reactants are: Cl.Cl.[Cl:3][C:4]1C=C(C2(O)CCCCC2CCN2CCN(C)CC2)C=CC=1OCC1C=CC=CC=1C(F)(F)F.Cl.Cl.[Cl:40][C:41]1[CH:42]=[C:43]([CH:59]([C:67]2([OH:73])[CH2:72][CH2:71][CH2:70][CH2:69][CH2:68]2)[CH2:60][N:61]2[CH2:66][CH2:65][NH:64][CH2:63][CH2:62]2)[CH:44]=[CH:45][C:46]=1[O:47][CH2:48][C:49]1[CH:54]=[CH:53][CH:52]=[CH:51][C:50]=1[C:55]([F:58])([F:57])[F:56]. (2) The reactants are: C(Cl)(Cl)Cl.[CH2:5]([O:12][C@@H:13]1[C@@H:18]([O:19][CH2:20][C:21]2[CH:26]=[CH:25][CH:24]=[CH:23][CH:22]=2)[C@H:17]([O:27][CH2:28][C:29]2[CH:34]=[CH:33][CH:32]=[CH:31][CH:30]=2)[C@@H:16]([CH2:35][O:36][CH2:37][C:38]2[CH:43]=[CH:42][CH:41]=[CH:40][CH:39]=2)[O:15][C@H:14]1[C:44]1[CH:49]=[C:48]([CH2:50][C:51]2[CH:56]=[CH:55][C:54]([CH2:57][CH2:58][NH:59]C(C3C=CC=CC=3)(C3C=CC=CC=3)C3C=CC=CC=3)=[CH:53][CH:52]=2)[C:47]([CH3:79])=[CH:46][C:45]=1[O:80][CH2:81][C:82]1[CH:87]=[CH:86][CH:85]=[CH:84][CH:83]=1)[C:6]1[CH:11]=[CH:10][CH:9]=[CH:8][CH:7]=1.FC(F)(F)C([O-])=O. Given the product [CH2:5]([O:12][C@@H:13]1[C@@H:18]([O:19][CH2:20][C:21]2[CH:22]=[CH:23][CH:24]=[CH:25][CH:26]=2)[C@H:17]([O:27][CH2:28][C:29]2[CH:34]=[CH:33][CH:32]=[CH:31][CH:30]=2)[C@@H:16]([CH2:35][O:36][CH2:37][C:38]2[CH:43]=[CH:42][CH:41]=[CH:40][CH:39]=2)[O:15][C@H:14]1[C:44]1[CH:49]=[C:48]([CH2:50][C:51]2[CH:52]=[CH:53][C:54]([CH2:57][CH2:58][NH2:59])=[CH:55][CH:56]=2)[C:47]([CH3:79])=[CH:46][C:45]=1[O:80][CH2:81][C:82]1[CH:83]=[CH:84][CH:85]=[CH:86][CH:87]=1)[C:6]1[CH:11]=[CH:10][CH:9]=[CH:8][CH:7]=1, predict the reactants needed to synthesize it. (3) The reactants are: [Br:1][C:2]1[CH:3]=[C:4]2[C:9](=[CH:10][CH:11]=1)[CH2:8][C:7](=O)[CH2:6][CH2:5]2.CO.[O:15]1[C:24]2[CH:23]=[C:22]([CH2:25][NH2:26])[N:21]=[CH:20][C:19]=2[O:18][CH2:17][CH2:16]1. Given the product [Br:1][C:2]1[CH:3]=[C:4]2[C:9](=[CH:10][CH:11]=1)[CH2:8][CH:7]([NH:26][CH2:25][C:22]1[N:21]=[CH:20][C:19]3[O:18][CH2:17][CH2:16][O:15][C:24]=3[CH:23]=1)[CH2:6][CH2:5]2, predict the reactants needed to synthesize it. (4) The reactants are: Cl[C:2]1[CH:7]=[C:6]([Cl:8])[N:5]=[CH:4][N:3]=1.[F:9][C:10]1[CH:15]=[C:14]([N+:16]([O-:18])=[O:17])[CH:13]=[CH:12][C:11]=1[OH:19].CN(C=O)C.C(=O)([O-])[O-].[K+].[K+]. Given the product [Cl:8][C:6]1[CH:7]=[C:2]([O:19][C:11]2[CH:12]=[CH:13][C:14]([N+:16]([O-:18])=[O:17])=[CH:15][C:10]=2[F:9])[N:3]=[CH:4][N:5]=1, predict the reactants needed to synthesize it.